Dataset: Reaction yield outcomes from USPTO patents with 853,638 reactions. Task: Predict the reaction yield, written as a fraction of the theoretical maximum amount of product (1.0 means a 100% yield; for example, 0.34 means a 34% yield). (1) The reactants are [F:1][C:2]([F:18])([F:17])[C:3]1[CH:8]=[CH:7][C:6]([NH:9][C:10](=[O:16])[O:11][C:12]([CH3:15])([CH3:14])[CH3:13])=[CH:5][CH:4]=1.[C:19]([Li])(C)(C)C.IC. No catalyst specified. The product is [CH3:19][C:7]1[CH:8]=[C:3]([C:2]([F:17])([F:18])[F:1])[CH:4]=[CH:5][C:6]=1[NH:9][C:10](=[O:16])[O:11][C:12]([CH3:13])([CH3:14])[CH3:15]. The yield is 0.150. (2) The reactants are [CH:1]1[C:13]2[N:12]([CH:14]3[C:23]4[C:18](=[CH:19][CH:20]=[CH:21][CH:22]=4)[N:17]([C:24](=[O:35])[C:25]4[CH:30]=[CH:29][C:28]([O:31][CH3:32])=[C:27]([O:33][CH3:34])[CH:26]=4)[CH:16]([CH2:36][CH2:37][CH2:38][CH2:39][C:40](O)=[O:41])[CH2:15]3)[C:11]3[C:6](=[CH:7][CH:8]=[CH:9][CH:10]=3)[C:5]=2[CH:4]=[CH:3][CH:2]=1.ON1C(=O)CCC1=O.CCN=C=NCCCN(C)C.[BH4-].[Na+].C(O)(=O)CC(CC(O)=O)(C(O)=O)O. The catalyst is O1CCCC1.CN(C)C=O. The product is [CH:1]1[C:13]2[N:12]([CH:14]3[C:23]4[C:18](=[CH:19][CH:20]=[CH:21][CH:22]=4)[N:17]([C:24](=[O:35])[C:25]4[CH:30]=[CH:29][C:28]([O:31][CH3:32])=[C:27]([O:33][CH3:34])[CH:26]=4)[CH:16]([CH2:36][CH2:37][CH2:38][CH2:39][CH2:40][OH:41])[CH2:15]3)[C:11]3[C:6](=[CH:7][CH:8]=[CH:9][CH:10]=3)[C:5]=2[CH:4]=[CH:3][CH:2]=1. The yield is 0.590. (3) The reactants are [CH:1]1([N:7]([CH:18]2[CH2:23][CH2:22][CH2:21][CH2:20][CH2:19]2)[C:8]([NH:10][C:11]2[S:12][C:13]([CH:16]=O)=[CH:14][N:15]=2)=[O:9])[CH2:6][CH2:5][CH2:4][CH2:3][CH2:2]1.Cl.[CH2:25]([S:28]([N:31]1[CH2:36][CH2:35][NH:34][CH2:33][CH2:32]1)(=[O:30])=[O:29])[CH2:26][CH3:27].C(O[BH-](OC(=O)C)OC(=O)C)(=O)C.[Na+]. No catalyst specified. The product is [CH:1]1([N:7]([CH:18]2[CH2:23][CH2:22][CH2:21][CH2:20][CH2:19]2)[C:8]([NH:10][C:11]2[S:12][C:13]([CH2:16][N:34]3[CH2:33][CH2:32][N:31]([S:28]([CH2:25][CH2:26][CH3:27])(=[O:29])=[O:30])[CH2:36][CH2:35]3)=[CH:14][N:15]=2)=[O:9])[CH2:6][CH2:5][CH2:4][CH2:3][CH2:2]1. The yield is 0.270.